This data is from Forward reaction prediction with 1.9M reactions from USPTO patents (1976-2016). The task is: Predict the product of the given reaction. (1) Given the reactants C[O:2][C:3](=[O:34])[C:4]1[CH:9]=C(N)[CH:7]=[C:6]([N:11]2[C:15]([CH3:16])=[CH:14][CH:13]=[C:12]2[C:17]2[CH:22]=[C:21]([Br:23])[CH:20]=[CH:19][C:18]=2[O:24][CH2:25][C:26]2[CH:31]=[CH:30][C:29]([F:32])=[CH:28][C:27]=2[F:33])[CH:5]=1.[H-].[Na+].IC.[CH3:39][N:40]([CH:42]=O)[CH3:41], predict the reaction product. The product is: [Br:23][C:21]1[CH:20]=[CH:19][C:18]([O:24][CH2:25][C:26]2[CH:31]=[CH:30][C:29]([F:32])=[CH:28][C:27]=2[F:33])=[C:17]([C:12]2[N:11]([C:6]3[CH:5]=[C:4]([CH:9]=[C:42]([N:40]([CH3:39])[CH3:41])[CH:7]=3)[C:3]([OH:34])=[O:2])[C:15]([CH3:16])=[CH:14][CH:13]=2)[CH:22]=1. (2) Given the reactants C(=O)([O-])[O-].[K+].[K+].Cl.[F:8][C:9]1([F:15])[CH2:14][CH2:13][NH:12][CH2:11][CH2:10]1.CC1C=CC(S(O[CH2:27][CH:28]2[CH2:33][O:32][CH2:31][C:30](=[O:34])[NH:29]2)(=O)=O)=CC=1, predict the reaction product. The product is: [F:8][C:9]1([F:15])[CH2:14][CH2:13][N:12]([CH2:27][CH:28]2[NH:29][C:30](=[O:34])[CH2:31][O:32][CH2:33]2)[CH2:11][CH2:10]1. (3) Given the reactants [CH3:1][N:2]([CH2:10][C:11]1[CH:16]=[C:15]([N+:17]([O-])=O)[CH:14]=[CH:13][C:12]=1[S:20]([C:23]([F:26])([F:25])[F:24])(=[O:22])=[O:21])[C:3](=[O:9])[O:4][C:5]([CH3:8])([CH3:7])[CH3:6].Cl, predict the reaction product. The product is: [NH2:17][C:15]1[CH:14]=[CH:13][C:12]([S:20]([C:23]([F:26])([F:24])[F:25])(=[O:22])=[O:21])=[C:11]([CH:16]=1)[CH2:10][N:2]([CH3:1])[C:3](=[O:9])[O:4][C:5]([CH3:7])([CH3:6])[CH3:8]. (4) Given the reactants [OH-].[Na+].[CH3:3][C:4]([CH3:24])([CH3:23])[C:5]([NH:7][C:8]1[C:17]([C:18]([O:20][CH3:21])=[O:19])=[C:16]2[C:11]([CH:12]=[CH:13][CH2:14][O:15]2)=[CH:10][C:9]=1[F:22])=[O:6].[CH:25](Br)([Br:27])[Br:26], predict the reaction product. The product is: [CH3:3][C:4]([CH3:24])([CH3:23])[C:5]([NH:7][C:8]1[C:17]([C:18]([O:20][CH3:21])=[O:19])=[C:16]2[C:11]([CH:12]3[C:25]([Br:27])([Br:26])[CH:13]3[CH2:14][O:15]2)=[CH:10][C:9]=1[F:22])=[O:6].